This data is from Catalyst prediction with 721,799 reactions and 888 catalyst types from USPTO. The task is: Predict which catalyst facilitates the given reaction. (1) Reactant: [CH2:1]([N:8]1[C:17]2[C:12](=[CH:13][CH:14]=[CH:15][CH:16]=2)[C:11]([OH:18])=[C:10]([C:19]([O:21]CC)=O)[C:9]1=[O:24])[C:2]1[CH:7]=[CH:6][CH:5]=[CH:4][CH:3]=1.[CH2:25]([NH:31][CH2:32][CH2:33][CH2:34][CH2:35][CH2:36][CH3:37])[CH2:26][CH2:27][CH2:28][CH2:29][CH3:30].Cl. Product: [CH2:32]([N:31]([CH2:25][CH2:26][CH2:27][CH2:28][CH2:29][CH3:30])[C:19]([C:10]1[C:9](=[O:24])[N:8]([CH2:1][C:2]2[CH:7]=[CH:6][CH:5]=[CH:4][CH:3]=2)[C:17]2[C:12]([C:11]=1[OH:18])=[CH:13][CH:14]=[CH:15][CH:16]=2)=[O:21])[CH2:33][CH2:34][CH2:35][CH2:36][CH3:37]. The catalyst class is: 22. (2) Reactant: C[O:2][C:3]1[CH:8]=[CH:7][CH:6]=[CH:5][C:4]=1[S:9][C:10]1[C:18]2[C:17]([NH:19][C@H:20]([C:22]3[N:27]([C:28]4[CH:33]=[CH:32][CH:31]=[CH:30][CH:29]=4)[C:26](=[O:34])[C:25]4=[C:35]([CH3:38])[CH:36]=[CH:37][N:24]4[N:23]=3)[CH3:21])=[N:16][CH:15]=[N:14][C:13]=2[N:12](COCC[Si](C)(C)C)[CH:11]=1.B(Br)(Br)Br.N. Product: [OH:2][C:3]1[CH:8]=[CH:7][CH:6]=[CH:5][C:4]=1[S:9][C:10]1[C:18]2[C:17]([NH:19][C@H:20]([C:22]3[N:27]([C:28]4[CH:33]=[CH:32][CH:31]=[CH:30][CH:29]=4)[C:26](=[O:34])[C:25]4=[C:35]([CH3:38])[CH:36]=[CH:37][N:24]4[N:23]=3)[CH3:21])=[N:16][CH:15]=[N:14][C:13]=2[NH:12][CH:11]=1. The catalyst class is: 4. (3) Reactant: [C:1]([C:3]1[CH:4]=[C:5]([C:10]2[CH:15]=[CH:14][N:13]=[C:12]([NH:16][C:17]3[CH:18]=[CH:19][C:20]([NH:23][C:24](=[O:26])[CH3:25])=[N:21][CH:22]=3)[N:11]=2)[CH:6]=[CH:7][C:8]=1F)#[N:2].[NH:27]1[CH2:32][CH2:31][CH:30]([C:33]([NH2:35])=[O:34])[CH2:29][CH2:28]1. Product: [C:24]([NH:23][C:20]1[N:21]=[CH:22][C:17]([NH:16][C:12]2[N:11]=[C:10]([C:5]3[CH:6]=[CH:7][C:8]([N:27]4[CH2:32][CH2:31][CH:30]([C:33]([NH2:35])=[O:34])[CH2:29][CH2:28]4)=[C:3]([C:1]#[N:2])[CH:4]=3)[CH:15]=[CH:14][N:13]=2)=[CH:18][CH:19]=1)(=[O:26])[CH3:25]. The catalyst class is: 51. (4) Reactant: F[C:2]1[CH:7]=[CH:6][C:5]([C:8]([F:11])([F:10])[F:9])=[CH:4][C:3]=1[N+:12]([O-])=O.[CH3:15][N:16]([CH3:22])[CH2:17][CH2:18][CH2:19][NH:20][CH3:21].C([O-])(O)=O.[Na+]. Product: [CH3:15][N:16]([CH3:22])[CH2:17][CH2:18][CH2:19][N:20]([CH3:21])[C:2]1[C:3]([NH2:12])=[CH:4][C:5]([C:8]([F:11])([F:10])[F:9])=[CH:6][CH:7]=1. The catalyst class is: 1. (5) Reactant: [C:9](O[C:9]([O:11][C:12]([CH3:15])([CH3:14])[CH3:13])=[O:10])([O:11][C:12]([CH3:15])([CH3:14])[CH3:13])=[O:10].[Cl:16][C:17]1[CH:18]=[C:19]2[C:26](=[CH:27][CH:28]=1)[C:22]([CH2:23][CH2:24][NH2:25])=[CH:21][NH:20]2.C([O-])(O)=O.[Na+]. Product: [C:12]([O:11][C:9]([NH:25][CH2:24][CH2:23][C:22]1[C:26]2[C:19](=[CH:18][C:17]([Cl:16])=[CH:28][CH:27]=2)[NH:20][CH:21]=1)=[O:10])([CH3:13])([CH3:14])[CH3:15]. The catalyst class is: 12. (6) Reactant: [C:1]1([C:7]2[NH:11][CH:10]=[N:9][CH:8]=2)[CH:6]=[CH:5][CH:4]=[CH:3][CH:2]=1.Br[CH2:13][C:14]([O:16][CH2:17][C:18]1[CH:23]=[CH:22][CH:21]=[CH:20][CH:19]=1)=[O:15].C(=O)([O-])[O-].[K+].[K+]. Product: [CH2:17]([O:16][C:14](=[O:15])[CH2:13][N:11]1[C:7]([C:1]2[CH:2]=[CH:3][CH:4]=[CH:5][CH:6]=2)=[CH:8][N:9]=[CH:10]1)[C:18]1[CH:23]=[CH:22][CH:21]=[CH:20][CH:19]=1. The catalyst class is: 18. (7) Reactant: [CH2:1]1[O:11][C:4]2([CH2:9][CH2:8][C:7](=[O:10])[CH2:6][CH2:5]2)[O:3][CH2:2]1.[F:12][C:13]1[CH:18]=[CH:17][C:16]([Mg]Br)=[CH:15][CH:14]=1.[NH4+].[Cl-]. Product: [CH2:2]1[O:3][C:4]2([CH2:5][CH2:6][C:7]([C:16]3[CH:17]=[CH:18][C:13]([F:12])=[CH:14][CH:15]=3)([OH:10])[CH2:8][CH2:9]2)[O:11][CH2:1]1. The catalyst class is: 1. (8) Product: [Br:53][C:54]1[CH:55]=[N:56][C:57]2[CH2:58][CH2:59][N:60]([C:48]([C:44]3[N:45]=[CH:46][N:47]=[C:42]([N:39]4[CH2:40][CH2:41][CH:36]([N:32]5[CH2:31][CH2:30][C:29]6[CH:51]=[C:25]([O:24][CH3:23])[CH:26]=[CH:27][C:28]=6[NH:34][C:33]5=[O:35])[CH2:37][CH2:38]4)[CH:43]=3)=[O:50])[CH2:61][C:62]=2[CH:63]=1. Reactant: CN(C(ON1N=NC2C=CC=CC1=2)=[N+](C)C)C.[B-](F)(F)(F)F.[CH3:23][O:24][C:25]1[CH:26]=[CH:27][C:28]2[NH:34][C:33](=[O:35])[N:32]([CH:36]3[CH2:41][CH2:40][N:39]([C:42]4[N:47]=[CH:46][N:45]=[C:44]([C:48]([OH:50])=O)[CH:43]=4)[CH2:38][CH2:37]3)[CH2:31][CH2:30][C:29]=2[CH:51]=1.Cl.[Br:53][C:54]1[CH:55]=[N:56][C:57]2[CH2:58][CH2:59][NH:60][CH2:61][C:62]=2[CH:63]=1.C(N(CC)CC)C.C(=O)([O-])O.[Na+]. The catalyst class is: 121. (9) Reactant: [Br:1][C:2]1[CH:3]=[CH:4][C:5]([NH:20][CH2:21][CH2:22][OH:23])=[C:6]([NH:8][C:9](=O)[CH2:10][NH:11]C(=O)OC(C)(C)C)[CH:7]=1. Product: [NH2:11][CH2:10][C:9]1[N:20]([CH2:21][CH2:22][OH:23])[C:5]2[CH:4]=[CH:3][C:2]([Br:1])=[CH:7][C:6]=2[N:8]=1. The catalyst class is: 33.